This data is from NCI-60 drug combinations with 297,098 pairs across 59 cell lines. The task is: Regression. Given two drug SMILES strings and cell line genomic features, predict the synergy score measuring deviation from expected non-interaction effect. (1) Drug 1: CC(CN1CC(=O)NC(=O)C1)N2CC(=O)NC(=O)C2. Drug 2: C1=NNC2=C1C(=O)NC=N2. Cell line: NCI-H460. Synergy scores: CSS=35.9, Synergy_ZIP=-1.16, Synergy_Bliss=0.764, Synergy_Loewe=-7.77, Synergy_HSA=1.31. (2) Synergy scores: CSS=4.96, Synergy_ZIP=-0.869, Synergy_Bliss=2.18, Synergy_Loewe=-5.96, Synergy_HSA=0.787. Cell line: HOP-92. Drug 1: CC1C(C(=O)NC(C(=O)N2CCCC2C(=O)N(CC(=O)N(C(C(=O)O1)C(C)C)C)C)C(C)C)NC(=O)C3=C4C(=C(C=C3)C)OC5=C(C(=O)C(=C(C5=N4)C(=O)NC6C(OC(=O)C(N(C(=O)CN(C(=O)C7CCCN7C(=O)C(NC6=O)C(C)C)C)C)C(C)C)C)N)C. Drug 2: CN1C(=O)N2C=NC(=C2N=N1)C(=O)N.